Dataset: Full USPTO retrosynthesis dataset with 1.9M reactions from patents (1976-2016). Task: Predict the reactants needed to synthesize the given product. (1) The reactants are: [Cl:1][C:2]1[C:3]([O:12][CH3:13])=[CH:4][C:5]([N+:9]([O-])=O)=[C:6]([NH2:8])[CH:7]=1. Given the product [ClH:1].[ClH:1].[Cl:1][C:2]1[CH:7]=[C:6]([NH2:8])[C:5]([NH2:9])=[CH:4][C:3]=1[O:12][CH3:13], predict the reactants needed to synthesize it. (2) Given the product [CH:1]1([N:7]([CH2:24][CH:25]2[CH2:27][CH2:26]2)[C:8]2[N:13]=[CH:12][N:11]=[C:10]([C:14]([NH:16][C:17]3[CH:22]=[CH:21][C:20]([S:29]([Cl:28])(=[O:31])=[O:30])=[CH:19][C:18]=3[CH3:23])=[O:15])[CH:9]=2)[CH2:2][CH2:3][CH2:4][CH2:5][CH2:6]1, predict the reactants needed to synthesize it. The reactants are: [CH:1]1([N:7]([CH2:24][CH:25]2[CH2:27][CH2:26]2)[C:8]2[N:13]=[CH:12][N:11]=[C:10]([C:14]([NH:16][C:17]3[CH:22]=[CH:21][CH:20]=[CH:19][C:18]=3[CH3:23])=[O:15])[CH:9]=2)[CH2:6][CH2:5][CH2:4][CH2:3][CH2:2]1.[Cl:28][S:29](O)(=[O:31])=[O:30]. (3) Given the product [Cl:17][C:4]1[CH:3]=[C:2]([C:23]2[CH:22]=[N:21][C:20]([O:19][CH3:18])=[N:25][CH:24]=2)[C:10]2[N:9]3[CH2:11][CH2:12][NH:13][C:14](=[O:15])[C:8]3=[C:7]([CH3:16])[C:6]=2[CH:5]=1, predict the reactants needed to synthesize it. The reactants are: Br[C:2]1[C:10]2[N:9]3[CH2:11][CH2:12][NH:13][C:14](=[O:15])[C:8]3=[C:7]([CH3:16])[C:6]=2[CH:5]=[C:4]([Cl:17])[CH:3]=1.[CH3:18][O:19][C:20]1[N:25]=[CH:24][C:23](B(O)O)=[CH:22][N:21]=1. (4) Given the product [F:27]/[C:12](/[C:8]1[CH:9]=[C:10]([CH3:11])[N:6]([CH2:5][C:4]2[CH:3]=[C:2]([N:36]3[CH2:37][CH2:38][CH:33]([C:31]#[N:32])[CH2:34][CH2:35]3)[CH:30]=[CH:29][CH:28]=2)[N:7]=1)=[CH:13]\[C:14]1[CH:19]=[CH:18][C:17]([C:20]2([C:23]([F:26])([F:25])[F:24])[CH2:22][CH2:21]2)=[CH:16][CH:15]=1, predict the reactants needed to synthesize it. The reactants are: Br[C:2]1[CH:3]=[C:4]([CH:28]=[CH:29][CH:30]=1)[CH2:5][N:6]1[C:10]([CH3:11])=[CH:9][C:8](/[C:12](/[F:27])=[CH:13]/[C:14]2[CH:19]=[CH:18][C:17]([C:20]3([C:23]([F:26])([F:25])[F:24])[CH2:22][CH2:21]3)=[CH:16][CH:15]=2)=[N:7]1.[C:31]([CH:33]1[CH2:38][CH2:37][NH:36][CH2:35][CH2:34]1)#[N:32]. (5) Given the product [F:1][C:2]1[CH:3]=[C:4]([CH:32]=[CH:33][C:34]=1[F:35])[CH2:5][O:6][C:7]1[C:12]([C:13]([OH:15])=[O:14])=[CH:11][C:10]([C:17]2[CH:22]=[CH:21][C:20]([Cl:23])=[CH:19][CH:18]=2)=[C:9]([C:24]2[CH:29]=[CH:28][C:27]([Cl:30])=[CH:26][C:25]=2[Cl:31])[N:8]=1, predict the reactants needed to synthesize it. The reactants are: [F:1][C:2]1[CH:3]=[C:4]([CH:32]=[CH:33][C:34]=1[F:35])[CH2:5][O:6][C:7]1[C:12]([C:13]([O:15]C)=[O:14])=[CH:11][C:10]([C:17]2[CH:22]=[CH:21][C:20]([Cl:23])=[CH:19][CH:18]=2)=[C:9]([C:24]2[CH:29]=[CH:28][C:27]([Cl:30])=[CH:26][C:25]=2[Cl:31])[N:8]=1.[OH-].[Na+].Cl. (6) Given the product [CH3:37][Si:38]([CH3:40])([CH3:39])[C:41]#[C:42][C:2]1[C:8]2[CH:9]=[CH:10][CH:11]=[CH:12][C:7]=2[C:6](=[CH2:13])[C:5]2[CH:14]=[CH:15][CH:16]=[CH:17][C:4]=2[CH:3]=1, predict the reactants needed to synthesize it. The reactants are: Br[C:2]1[C:8]2[CH:9]=[CH:10][CH:11]=[CH:12][C:7]=2[C:6](=[CH2:13])[C:5]2[CH:14]=[CH:15][CH:16]=[CH:17][C:4]=2[CH:3]=1.C1(P(C2C=CC=CC=2)C2C=CC=CC=2)C=CC=CC=1.[CH3:37][Si:38]([C:41]#[CH:42])([CH3:40])[CH3:39]. (7) Given the product [CH3:32][C:2]([CH3:1])([CH3:31])[C:3](=[O:30])[CH2:4][O:5][C:6]1[CH:11]=[CH:10][C:9]([C:12]([C:17]2[CH:18]=[CH:19][C:20]3[O:24][C:23]([C:25]([NH:42][CH2:41][C:40]([OH:39])=[O:43])=[O:26])=[CH:22][C:21]=3[CH:28]=2)([CH2:15][CH3:16])[CH2:13][CH3:14])=[CH:8][C:7]=1[CH3:29], predict the reactants needed to synthesize it. The reactants are: [CH3:1][C:2]([CH3:32])([CH3:31])[C:3](=[O:30])[CH2:4][O:5][C:6]1[CH:11]=[CH:10][C:9]([C:12]([C:17]2[CH:18]=[CH:19][C:20]3[O:24][C:23]([C:25](O)=[O:26])=[CH:22][C:21]=3[CH:28]=2)([CH2:15][CH3:16])[CH2:13][CH3:14])=[CH:8][C:7]=1[CH3:29].C(Cl)CCl.Cl.C[O:39][C:40](=[O:43])[CH2:41][NH2:42]. (8) Given the product [CH:13]([C:14]1[CH:15]=[C:16]([CH2:26][C:27]#[N:28])[CH:17]=[C:18]([O:20][CH2:21][C@@H:22]([CH3:25])[CH2:23][CH3:24])[CH:19]=1)=[O:12], predict the reactants needed to synthesize it. The reactants are: C1C=C[NH+]=CC=1.[O-][Cr](Cl)(=O)=O.[OH:12][CH2:13][C:14]1[CH:15]=[C:16]([CH2:26][C:27]#[N:28])[CH:17]=[C:18]([O:20][CH2:21][C@@H:22]([CH3:25])[CH2:23][CH3:24])[CH:19]=1.CCOC(C)=O.